The task is: Regression/Classification. Given an antibody's heavy chain and light chain sequences, predict its developability. TAP uses regression for 5 developability metrics; SAbDab uses binary classification.. This data is from Antibody developability classification from SAbDab with 2,409 antibodies. (1) The antibody is ['RVQLQQSGPGLVKPSQSLSLTCTVTGYSITSDFAWNWIRQFPGNKLEWMGYINYSGFTSHNPSLKSRISITRDTSKNQFFLQLNSVTTEDTATYYCAGLLWYDGGAGSWGQGTLVTVSA', 'DVVMTQSPKTISVTIGQPASISCKSSQRLLNSNGKTFLNWLLQRPGQSPKRLIYLGTKLDSGVPDRFTGSGSGTDFTLKISRVEAEDLGVYYCWQGTHFPYTFGGGTKLEIK']. Result: 0 (not developable). (2) The antibody is ['QVQLVQSGAEVKKPGASVKVSCKASGYTFTGYYMHWVRQAPGQGLEWMGWINPNSGGTNYAQKFQGRVTMTRDTSISTAYMELSRLRSDDTAVYYCARGKNSDYNWDFQHWGQGTLVTVGG', 'EIVLTQSPATLSLSPGERATLSCRASQSVSSYLAWYQQKPGQAPRLLIYDASNRATGIPARFSGSGSGTDFTLTISSLEPEDFAVYYCQQYEFFGQGTKLEIG']. Result: 0 (not developable). (3) The antibody is ['QVQLVESGGGVVQPGRSLRLSCAASGFTFSSYGMHWVRQAPGKGLEWVAVISYDGSNKYYADSVKGRFTISRDNSKNTLYLQMNSLRAEDTAVYYCAKDGKCAGGSCYSGLLDYWGQGTLVTVSS', 'EIVLTQSPATLSLSPGERATLSCRASQSVSSYLAWYQQKPGQAPRLLIYDASNRATGIPARFSGSGSGTDFTLTISSLEPEDFAVYYCQQRSNWPPWTFGQGTKVEIK']. Result: 0 (not developable). (4) The antibody is ['QVQLQQPGTELVKPGASVKLSCKASGYTFTRYWINWVKQRPQGGLEWIGNIYPGSNITNYNEKFKNKATLTVDTSSNTAYMQLSSLTSDDSAVYYCAREGIYDGYFPLFPYWGQGTLVTVSA', 'ENVLTQSPAIMAASPGEKVTMTCSASSSVSSGNFHWYQQKPGTSPKLWIYRTSNLASGVPARFSGSGSGTSYSLTISSMEAEDAATYYCQQWSGYPWTFGGGTKLEIK']. Result: 0 (not developable). (5) Result: 0 (not developable). The antibody is ['EMQLQQSGAELLRPGTSVKLSCKTSGYIFTSYWIHWVKQRSGQGLEWIARIYPGTGSTYYNEKFKGKATLTADKSSSTAYMQLSTLKSEDSAVYFCTRWGFIPVREDYVMDYWGQGTLVTVSS', 'DIVMTQSPLTLSVTIGQPASISCKSSQSLLYSNGKTYLNWLLQRPGQSPKRLIHLVSKLDSGVPDRITGSGSGTDFTLKISRVEAADLGVYYCVQGTHFPYTFGGGTKLEIL']. (6) The antibody is ['DVQLQESGPSLVKPSQTLSLTCSVTGDSITSDYWSWIRKFPGNRLEYMGYVSFSGSTYYNPSLKSRISITRDTSKNQYYLDLNSVTTEDTATYYCANWDGDYWGQGTLVTVSA', 'PROT_5A288C7C']. Result: 0 (not developable). (7) The antibody is ['EVQLVESGGGVVQPGGSLKLSCAASGFTFSTYDMSWVRQTPDKRLELVATINSNGGSTYYPDSVKGRFTSSRDNAKNILYLQMSSLKSEDTAMYYCAREALLRPAYYALDYWGQGTSVTVSS', 'DIQMTQSPASLSASVGETVTITCGASENIYGALTWYQRKQGKSPQLLIYGAINLADDKSSRFSGSGSGRQYSLKISSLHPDDVATYYCQNVLSTPFTFGSGTKLEIK']. Result: 0 (not developable). (8) The antibody is ['DVQLQESGPGLVKPSQSLSLTCTVTGYSITSDYAWNWIRQFPGNKLEWMGYITYSGTTSYNPSLKSRISISRDTSKNQFFMQLNSVTTEDTGTFYCTRGNGDWGQGTTLTVSS', 'DIVLTQSPSSLAVSLGQRATISCRASQSVSTSSFRYMHWYQQKPGQPPRLLIKYASNLESGVPARFSGSGSGTDFTLNIHPVEEEDTATYYCQHSWEIPYTFGGGTKLEIK']. Result: 0 (not developable).